From a dataset of Full USPTO retrosynthesis dataset with 1.9M reactions from patents (1976-2016). Predict the reactants needed to synthesize the given product. Given the product [NH:1]1[C:9]2[C:4](=[CH:5][C:6]([NH:10][C:11]3[C:12]4[CH2:30][NH:29][CH2:28][C:13]=4[N:14]=[C:15]([N:17]4[CH2:25][C:24]5[C:19](=[CH:20][CH:21]=[C:22]([O:26][CH3:27])[CH:23]=5)[CH2:18]4)[N:16]=3)=[CH:7][CH:8]=2)[CH:3]=[N:2]1, predict the reactants needed to synthesize it. The reactants are: [NH:1]1[C:9]2[C:4](=[CH:5][C:6]([NH:10][C:11]3[C:12]4[CH2:30][N:29](C(OC(C)(C)C)=O)[CH2:28][C:13]=4[N:14]=[C:15]([N:17]4[CH2:25][C:24]5[C:19](=[CH:20][CH:21]=[C:22]([O:26][CH3:27])[CH:23]=5)[CH2:18]4)[N:16]=3)=[CH:7][CH:8]=2)[CH:3]=[N:2]1.C(O)(C(F)(F)F)=O.